From a dataset of NCI-60 drug combinations with 297,098 pairs across 59 cell lines. Regression. Given two drug SMILES strings and cell line genomic features, predict the synergy score measuring deviation from expected non-interaction effect. Drug 1: CNC(=O)C1=CC=CC=C1SC2=CC3=C(C=C2)C(=NN3)C=CC4=CC=CC=N4. Drug 2: CC1C(C(CC(O1)OC2CC(CC3=C2C(=C4C(=C3O)C(=O)C5=CC=CC=C5C4=O)O)(C(=O)C)O)N)O. Cell line: UO-31. Synergy scores: CSS=44.9, Synergy_ZIP=-1.37, Synergy_Bliss=2.78, Synergy_Loewe=-32.0, Synergy_HSA=2.79.